Predict the reaction yield, written as a fraction of the theoretical maximum amount of product (1.0 means a 100% yield; for example, 0.34 means a 34% yield). From a dataset of Reaction yield outcomes from USPTO patents with 853,638 reactions. (1) The yield is 0.826. The product is [CH3:1][C@H:2]1[C@:19]([OH:24])([C:20]([CH2:22][OH:23])=[O:21])[C@:18]2([CH3:25])[C@H:4]([C@H:5]3[C@:15]([F:27])([C@@H:16]([OH:26])[CH2:17]2)[C@:14]2([CH3:28])[C:8](=[CH:9][C:10]([CH:12]=[CH:13]2)=[O:11])[CH2:7][CH2:6]3)[CH2:3]1.[S:30]([O-:32])(=[O:11])(=[O:31])[CH3:29]. The reactants are [CH3:1][C@H:2]1[C@:19]([OH:24])([C:20]([CH2:22][OH:23])=[O:21])[C@:18]2([CH3:25])[C@H:4]([C@H:5]3[C@:15]([F:27])([C@@H:16]([OH:26])[CH2:17]2)[C@:14]2([CH3:28])[C:8](=[CH:9][C:10]([CH:12]=[CH:13]2)=[O:11])[CH2:7][CH2:6]3)[CH2:3]1.[CH3:29][S:30](Cl)(=[O:32])=[O:31].Cl. The catalyst is N1C=CC=CC=1. (2) The reactants are [F:1][C:2]1[CH:7]=[CH:6][C:5]([CH2:8][CH2:9][C:10]([O:12][CH3:13])=[O:11])=[C:4]([OH:14])[CH:3]=1.[N+](C1C=C(S(O[CH2:28][C@:29]2([CH3:32])[CH2:31][O:30]2)(=O)=O)C=CC=1)([O-])=O.C([O-])([O-])=O.[Cs+].[Cs+]. The catalyst is CN(C=O)C. The product is [F:1][C:2]1[CH:7]=[CH:6][C:5]([CH2:8][CH2:9][C:10]([O:12][CH3:13])=[O:11])=[C:4]([O:14][CH2:28][C@:29]2([CH3:32])[CH2:31][O:30]2)[CH:3]=1. The yield is 0.670. (3) The reactants are [CH3:1][C:2]1[C:11]2[CH:10]=[N:9][C:8]([S:12][CH3:13])=[N:7][C:6]=2[N:5]([C:14]2[CH:15]=[C:16]([NH:20][C:21](=[O:27])[O:22][C:23]([CH3:26])([CH3:25])[CH3:24])[CH:17]=[CH:18][CH:19]=2)[C:4](=[O:28])[CH:3]=1.C1C=C(Cl)C=C(C(OO)=[O:37])C=1.[OH-:40].[Na+]. The catalyst is C(Cl)Cl. The product is [CH3:1][C:2]1[C:11]2[CH:10]=[N:9][C:8]([S:12]([CH3:13])(=[O:37])=[O:40])=[N:7][C:6]=2[N:5]([C:14]2[CH:15]=[C:16]([NH:20][C:21](=[O:27])[O:22][C:23]([CH3:24])([CH3:26])[CH3:25])[CH:17]=[CH:18][CH:19]=2)[C:4](=[O:28])[CH:3]=1. The yield is 0.950. (4) The reactants are CN([CH:4]=[C:5]1[CH2:18][CH2:17][C:8]2[N:9]=[C:10]([N:12]=CN(C)C)[S:11][C:7]=2[C:6]1=O)C.[N+]([O-])(O)=O.[C:24]1([NH:30][C:31]([NH2:33])=[NH:32])[CH:29]=[CH:28][CH:27]=[CH:26][CH:25]=1.[OH-].[Na+]. The catalyst is COCCO. The product is [C:24]1([NH:30][C:31]2[N:33]=[CH:4][C:5]3[CH2:18][CH2:17][C:8]4[N:9]=[C:10]([NH2:12])[S:11][C:7]=4[C:6]=3[N:32]=2)[CH:29]=[CH:28][CH:27]=[CH:26][CH:25]=1. The yield is 0.0800.